Dataset: Peptide-MHC class I binding affinity with 185,985 pairs from IEDB/IMGT. Task: Regression. Given a peptide amino acid sequence and an MHC pseudo amino acid sequence, predict their binding affinity value. This is MHC class I binding data. (1) The peptide sequence is ASLPTTIAK. The MHC is HLA-A03:01 with pseudo-sequence HLA-A03:01. The binding affinity (normalized) is 0.764. (2) The peptide sequence is GQQRSTLERTSKASL. The MHC is HLA-A31:01 with pseudo-sequence HLA-A31:01. The binding affinity (normalized) is 0.190. (3) The peptide sequence is WLQKIPLQW. The MHC is HLA-B15:17 with pseudo-sequence HLA-B15:17. The binding affinity (normalized) is 0.0847. (4) The peptide sequence is VRDPKTSEI. The MHC is HLA-B07:02 with pseudo-sequence HLA-B07:02. The binding affinity (normalized) is 0.414. (5) The MHC is HLA-A11:01 with pseudo-sequence HLA-A11:01. The binding affinity (normalized) is 0.770. The peptide sequence is TVNVILRPK. (6) The peptide sequence is ETAWPFFYA. The MHC is HLA-B58:01 with pseudo-sequence HLA-B58:01. The binding affinity (normalized) is 0.0847. (7) The peptide sequence is GYKDVILWF. The MHC is HLA-A02:01 with pseudo-sequence HLA-A02:01. The binding affinity (normalized) is 0.102. (8) The peptide sequence is GSVGFNIDY. The MHC is HLA-A01:01 with pseudo-sequence HLA-A01:01. The binding affinity (normalized) is 0.202. (9) The peptide sequence is KKCCYHCQFCF. The MHC is HLA-B27:05 with pseudo-sequence HLA-B27:05. The binding affinity (normalized) is 0.104.